This data is from NCI-60 drug combinations with 297,098 pairs across 59 cell lines. The task is: Regression. Given two drug SMILES strings and cell line genomic features, predict the synergy score measuring deviation from expected non-interaction effect. (1) Drug 1: CN(C)C1=NC(=NC(=N1)N(C)C)N(C)C. Drug 2: CC1=C2C(C(=O)C3(C(CC4C(C3C(C(C2(C)C)(CC1OC(=O)C(C(C5=CC=CC=C5)NC(=O)OC(C)(C)C)O)O)OC(=O)C6=CC=CC=C6)(CO4)OC(=O)C)O)C)O. Cell line: UACC-257. Synergy scores: CSS=12.1, Synergy_ZIP=-0.929, Synergy_Bliss=0.725, Synergy_Loewe=-27.7, Synergy_HSA=-3.41. (2) Drug 1: CC(C)NC(=O)C1=CC=C(C=C1)CNNC.Cl. Synergy scores: CSS=-5.35, Synergy_ZIP=-27.1, Synergy_Bliss=-59.6, Synergy_Loewe=-104, Synergy_HSA=-59.5. Cell line: CCRF-CEM. Drug 2: CCC1(C2=C(COC1=O)C(=O)N3CC4=CC5=C(C=CC(=C5CN(C)C)O)N=C4C3=C2)O.Cl.